From a dataset of Retrosynthesis with 50K atom-mapped reactions and 10 reaction types from USPTO. Predict the reactants needed to synthesize the given product. (1) Given the product CC(C)Cc1nc(CNC23CC4CC(CC(C4)C2)C3)no1, predict the reactants needed to synthesize it. The reactants are: CC(C)Cc1nc(CCl)no1.NC12CC3CC(CC(C3)C1)C2. (2) Given the product CCSc1nc2c(C)sc(C(=O)O)c2n1Cc1ccc(-c2ccccc2-c2nnnn2C(c2ccccc2)(c2ccccc2)c2ccccc2)cc1, predict the reactants needed to synthesize it. The reactants are: CCSc1nc2c(C)sc(C(=O)O)c2n1Cc1ccc(-c2ccccc2-c2nnn[nH]2)cc1.ClC(c1ccccc1)(c1ccccc1)c1ccccc1. (3) Given the product Nc1ccc(Cl)cc1C=C1OC(=O)c2ccccc21, predict the reactants needed to synthesize it. The reactants are: O=C1OC(=Cc2cc(Cl)ccc2[N+](=O)[O-])c2ccccc21. (4) Given the product CN(C)c1ccn(Cc2c(-c3ccc(Cl)cc3)nc3ccccn23)c(=O)n1, predict the reactants needed to synthesize it. The reactants are: CNC.O=c1nc(Cl)ccn1Cc1c(-c2ccc(Cl)cc2)nc2ccccn12. (5) Given the product COc1c(C)c2c(c(O)c1C/C=C(\C)CCC(=O)NCCNC(=O)OC(C)(C)C)C(=O)OC2, predict the reactants needed to synthesize it. The reactants are: CC(C)(C)OC(=O)NCCN.COc1c(C)c2c(c(O)c1C/C=C(\C)CCC(=O)O)C(=O)OC2. (6) Given the product CC(C)(C)OC(=O)Nc1cc(Cl)ccc1O, predict the reactants needed to synthesize it. The reactants are: CC(C)(C)OC(=O)OC(=O)OC(C)(C)C.Nc1cc(Cl)ccc1O. (7) Given the product CCNC(=O)[C@@H]1CCCN1C(=O)[C@H](C)N, predict the reactants needed to synthesize it. The reactants are: CCNC(=O)[C@@H]1CCCN1C(=O)[C@H](C)NC(=O)OCc1ccccc1. (8) Given the product CCOC(=O)c1csc(I)n1, predict the reactants needed to synthesize it. The reactants are: CCOC(=O)c1csc(N)n1.ICI. (9) Given the product C=Cc1scc(C2CCCCC2)c1C, predict the reactants needed to synthesize it. The reactants are: Cc1c(C2CCCCC2)csc1C=O.[Li]CCCC. (10) Given the product COC(=O)c1cccc(Cn2ccc(N)n2)c1, predict the reactants needed to synthesize it. The reactants are: COC(=O)c1cccc(Cn2ccc([N+](=O)[O-])n2)c1.